This data is from Reaction yield outcomes from USPTO patents with 853,638 reactions. The task is: Predict the reaction yield, written as a fraction of the theoretical maximum amount of product (1.0 means a 100% yield; for example, 0.34 means a 34% yield). (1) The reactants are [Cl:1][C:2]1[CH:7]=[CH:6][C:5]([S:8]([N:11]([CH2:21][C:22]2[CH:31]=[CH:30][C:25]([C:26](OC)=[O:27])=[CH:24][CH:23]=2)[C@H:12]([C:15]2[CH:20]=[CH:19][CH:18]=[CH:17][CH:16]=2)[CH2:13][CH3:14])(=[O:10])=[O:9])=[CH:4][CH:3]=1.[NH2:32][CH2:33][CH:34]([OH:36])[CH3:35]. The catalyst is C(OCC)(=O)C. The product is [Cl:1][C:2]1[CH:7]=[CH:6][C:5]([S:8]([N:11]([CH2:21][C:22]2[CH:23]=[CH:24][C:25]([C:26]([NH:32][CH2:33][CH:34]([OH:36])[CH3:35])=[O:27])=[CH:30][CH:31]=2)[C@H:12]([C:15]2[CH:20]=[CH:19][CH:18]=[CH:17][CH:16]=2)[CH2:13][CH3:14])(=[O:9])=[O:10])=[CH:4][CH:3]=1. The yield is 0.740. (2) The reactants are [C:1]([C:5]1[CH:9]=[C:8]([NH:10][C:11](=[O:18])[O:12][CH2:13][C:14]([Cl:17])([Cl:16])[Cl:15])[N:7]([C:19]2[CH:24]=[CH:23][CH:22]=[C:21]([N+:25]([O-])=O)[CH:20]=2)[N:6]=1)([CH3:4])([CH3:3])[CH3:2].[CH3:28][C:29](OC(C)=O)=[O:30]. The catalyst is CCOC(C)=O.[Pd]. The product is [C:29]([NH:25][C:21]1[CH:20]=[C:19]([N:7]2[C:8]([NH:10][C:11](=[O:18])[O:12][CH2:13][C:14]([Cl:17])([Cl:16])[Cl:15])=[CH:9][C:5]([C:1]([CH3:4])([CH3:3])[CH3:2])=[N:6]2)[CH:24]=[CH:23][CH:22]=1)(=[O:30])[CH3:28]. The yield is 0.730.